This data is from Peptide-MHC class I binding affinity with 185,985 pairs from IEDB/IMGT. The task is: Regression. Given a peptide amino acid sequence and an MHC pseudo amino acid sequence, predict their binding affinity value. This is MHC class I binding data. The peptide sequence is KRWAFRTGV. The MHC is HLA-B48:01 with pseudo-sequence HLA-B48:01. The binding affinity (normalized) is 0.0847.